This data is from Full USPTO retrosynthesis dataset with 1.9M reactions from patents (1976-2016). The task is: Predict the reactants needed to synthesize the given product. (1) Given the product [Cl:2][C:3]1[CH:4]=[C:5]2[C:9](=[CH:10][CH:11]=1)[N:8]([CH2:35][O:36][C:37](=[O:42])[C:38]([CH3:41])([CH3:40])[CH3:39])[C:7]([C:12]1[CH:13]=[N:14][CH:15]=[CH:16][CH:17]=1)=[C:6]2[CH3:18], predict the reactants needed to synthesize it. The reactants are: Cl.[Cl:2][C:3]1[CH:4]=[C:5]2[C:9](=[CH:10][CH:11]=1)[NH:8][C:7]([C:12]1[CH:13]=[N:14][CH:15]=[CH:16][CH:17]=1)=[C:6]2[CH3:18].C1COCC1.C[Si]([N-][Si](C)(C)C)(C)C.[K+].Cl[CH2:35][O:36][C:37](=[O:42])[C:38]([CH3:41])([CH3:40])[CH3:39]. (2) The reactants are: [F:1][C:2]([F:32])([F:31])[C:3]1[CH:26]=[C:25]([C:27]([F:30])([F:29])[F:28])[CH:24]=[CH:23][C:4]=1[CH2:5][N:6]1[C:14]2[C:9](=[CH:10][C:11]([CH:15]=[C:16]3[S:20][C:19](=[S:21])[NH:18][C:17]3=[O:22])=[CH:12][CH:13]=2)[CH:8]=[N:7]1.I[CH3:34]. Given the product [F:32][C:2]([F:31])([F:1])[C:3]1[CH:26]=[C:25]([C:27]([F:28])([F:29])[F:30])[CH:24]=[CH:23][C:4]=1[CH2:5][N:6]1[C:14]2[C:9](=[CH:10][C:11]([CH:15]=[C:16]3[S:20][C:19]([S:21][CH3:34])=[N:18][C:17]3=[O:22])=[CH:12][CH:13]=2)[CH:8]=[N:7]1, predict the reactants needed to synthesize it. (3) Given the product [C:11]([NH:15][C:2]1[CH:7]=[CH:6][C:5]([N+:8]([O-:10])=[O:9])=[CH:4][CH:3]=1)([CH3:14])([CH3:13])[CH3:12], predict the reactants needed to synthesize it. The reactants are: F[C:2]1[CH:7]=[CH:6][C:5]([N+:8]([O-:10])=[O:9])=[CH:4][CH:3]=1.[C:11]([NH2:15])([CH3:14])([CH3:13])[CH3:12].O. (4) Given the product [NH2:4][C:5]1[N:10]=[CH:9][N:8]=[C:7]2[N:11]([CH:15]([C:17]3[C:18]([O:33][CH3:34])=[C:19]([C:25]4[CH:26]=[CH:27][C:28]([C:31]([OH:3])=[O:1])=[N:29][CH:30]=4)[C:20]([CH3:24])=[C:21]([Cl:23])[CH:22]=3)[CH3:16])[N:12]=[C:13]([CH3:14])[C:6]=12, predict the reactants needed to synthesize it. The reactants are: [OH-:1].[Na+].[OH2:3].[NH2:4][C:5]1[N:10]=[CH:9][N:8]=[C:7]2[N:11]([CH:15]([C:17]3[C:18]([O:33][CH3:34])=[C:19]([C:25]4[CH:26]=[CH:27][C:28]([C:31]#N)=[N:29][CH:30]=4)[C:20]([CH3:24])=[C:21]([Cl:23])[CH:22]=3)[CH3:16])[N:12]=[C:13]([CH3:14])[C:6]=12.Cl.